Dataset: Reaction yield outcomes from USPTO patents with 853,638 reactions. Task: Predict the reaction yield, written as a fraction of the theoretical maximum amount of product (1.0 means a 100% yield; for example, 0.34 means a 34% yield). The reactants are Cl[S:2]([C:5]1[CH:6]=[C:7]2[C:11](=[CH:12][CH:13]=1)[NH:10][C:9](=[O:14])[CH2:8]2)(=[O:4])=[O:3].[CH:15]([NH2:18])([CH3:17])[CH3:16].N1C=CC=CC=1. The catalyst is ClCCl. The product is [CH:15]([NH:18][S:2]([C:5]1[CH:6]=[C:7]2[C:11](=[CH:12][CH:13]=1)[NH:10][C:9](=[O:14])[CH2:8]2)(=[O:4])=[O:3])([CH3:17])[CH3:16]. The yield is 0.450.